Predict the product of the given reaction. From a dataset of Forward reaction prediction with 1.9M reactions from USPTO patents (1976-2016). (1) Given the reactants [N:1]([CH2:4][C:5]([C:7]1[CH:8]=[CH:9][C:10]2[O:16][CH2:15][CH2:14][N:13]([C:17]([O:19][C:20]([CH3:23])([CH3:22])[CH3:21])=[O:18])[CH2:12][C:11]=2[CH:24]=1)=[O:6])=[N+]=[N-].[C:25]([N:44]=C=S)(C1C=CC=CC=1)(C1C=CC=CC=1)C1C=CC=CC=1.C1C=CC(P(C2C=CC=CC=2)C2C=CC=CC=2)=CC=1, predict the reaction product. The product is: [NH2:44][C:25]1[O:6][C:5]([C:7]2[CH:8]=[CH:9][C:10]3[O:16][CH2:15][CH2:14][N:13]([C:17]([O:19][C:20]([CH3:23])([CH3:22])[CH3:21])=[O:18])[CH2:12][C:11]=3[CH:24]=2)=[CH:4][N:1]=1. (2) Given the reactants [CH3:1][O:2][C:3]1[CH:4]=[C:5]2[C:10](=[CH:11][C:12]=1[O:13][CH3:14])[N:9]=[CH:8][N:7]=[C:6]2[O:15][C:16]1[CH:22]=[CH:21][C:19]([NH2:20])=[C:18]([N+:23]([O-:25])=[O:24])[CH:17]=1.C(N(CC)CC)C.ClC(Cl)(O[C:37](=[O:43])OC(Cl)(Cl)Cl)Cl.[CH2:45]([N:47]([CH2:51][CH3:52])[CH2:48][CH2:49][NH2:50])[CH3:46], predict the reaction product. The product is: [CH2:45]([N:47]([CH2:51][CH3:52])[CH2:48][CH2:49][NH:50][C:37]([NH:20][C:19]1[CH:21]=[CH:22][C:16]([O:15][C:6]2[C:5]3[C:10](=[CH:11][C:12]([O:13][CH3:14])=[C:3]([O:2][CH3:1])[CH:4]=3)[N:9]=[CH:8][N:7]=2)=[CH:17][C:18]=1[N+:23]([O-:25])=[O:24])=[O:43])[CH3:46]. (3) Given the reactants [CH3:1][O:2][C:3]1[C:12]2[C:7](=[CH:8][CH:9]=[CH:10][CH:11]=2)[C:6]([O:13][CH3:14])=[C:5]([CH3:15])[C:4]=1[CH:16]=O.CO[C:20]1[C:29]2C(=CC=CC=2)C(OC)=C[C:21]=1/[CH:32]=[C:33](\C)/[C:34]([O:36][CH2:37][CH3:38])=[O:35], predict the reaction product. The product is: [CH3:1][O:2][C:3]1[C:12]2[C:7](=[CH:8][CH:9]=[CH:10][CH:11]=2)[C:6]([O:13][CH3:14])=[C:5]([CH3:15])[C:4]=1/[CH:16]=[C:33](\[CH2:32][CH2:21][CH2:20][CH3:29])/[C:34]([O:36][CH2:37][CH3:38])=[O:35]. (4) Given the reactants [ClH:1].Cl.[CH2:3]([S:10][C:11]1[CH:30]=[CH:29][C:28]([N+:31]([O-])=O)=[CH:27][C:12]=1[CH:13]=[CH:14][C:15]1=[N:16][CH2:17][CH2:18][N:19]([CH3:26])[C:20]2[CH:25]=[CH:24][CH:23]=[CH:22][C:21]1=2)[C:4]1[CH:9]=[CH:8][CH:7]=[CH:6][CH:5]=1.[Sn](Cl)[Cl:35].Cl, predict the reaction product. The product is: [ClH:35].[ClH:1].[CH2:3]([S:10][C:11]1[CH:30]=[CH:29][C:28]([NH2:31])=[CH:27][C:12]=1/[CH:13]=[CH:14]/[C:15]1[C:21]2[CH:22]=[CH:23][CH:24]=[CH:25][C:20]=2[N:19]([CH3:26])[CH2:18][CH2:17][N:16]=1)[C:4]1[CH:5]=[CH:6][CH:7]=[CH:8][CH:9]=1. (5) Given the reactants [Cl:1][C:2]1[C:10]2[CH:9]=[C:8]([C:11]([O:13]C)=[O:12])[S:7][C:6]=2[CH:5]=[CH:4][C:3]=1[Cl:15].O.[OH-].[Li+].O, predict the reaction product. The product is: [Cl:1][C:2]1[C:10]2[CH:9]=[C:8]([C:11]([OH:13])=[O:12])[S:7][C:6]=2[CH:5]=[CH:4][C:3]=1[Cl:15]. (6) Given the reactants Br.[NH:2]([C:4]1[CH:9]=[CH:8][N:7]=[N:6][CH:5]=1)[NH2:3].O=[C:11]1[CH2:15][CH2:14][CH2:13][CH:12]1[C:16]#[N:17], predict the reaction product. The product is: [N:7]1[CH:8]=[CH:9][C:4]([N:2]2[C:16]([NH2:17])=[C:12]3[CH2:13][CH2:14][CH2:15][C:11]3=[N:3]2)=[CH:5][N:6]=1. (7) Given the reactants [Cl:1][C:2]1[N:10]=[C:9]2[C:5]([N:6]=[CH:7][N:8]2[C@@H:11]2[C@@H:16]3[C@@H:14]([CH2:15]3)[C@@H:13]([OH:17])[C@H:12]2[OH:18])=[C:4]([NH:19][CH2:20][C:21]2[CH:26]=[CH:25][CH:24]=[C:23]([C:27]#[C:28][CH2:29][CH2:30][CH2:31][CH2:32][C:33]#[CH:34])[CH:22]=2)[N:3]=1.ClC1N=C2C(N=CN2[C@@H]2[C@@H]3[C@@H](C3)[C@@H](O)[C@H]2O)=C(NCC2C=CC=C(C#CCCCC3[N:67]=[N:68][N:69]([C:71]4[CH:76]=[CH:75][C:74]([F:77])=[C:73]([N+:78]([O-:80])=[O:79])[CH:72]=4)C=3)C=2)N=1, predict the reaction product. The product is: [Cl:1][C:2]1[N:10]=[C:9]2[C:5]([N:6]=[CH:7][N:8]2[C@@H:11]2[C@@H:16]3[C@@H:14]([CH2:15]3)[C@@H:13]([OH:17])[C@H:12]2[OH:18])=[C:4]([NH:19][CH2:20][C:21]2[CH:26]=[CH:25][CH:24]=[C:23]([C:27]#[C:28][CH2:29][CH2:30][CH2:31][CH2:32][C:33]3[N:67]=[N:68][N:69]([C:71]4[CH:76]=[CH:75][C:74]([F:77])=[C:73]([N+:78]([O-:80])=[O:79])[CH:72]=4)[CH:34]=3)[CH:22]=2)[N:3]=1. (8) Given the reactants [CH2:1]([C@H:3]1[CH2:12][NH:11][C:10]2[C:5](=[CH:6][CH:7]=[C:8]([C:13]([F:16])([F:15])[F:14])[CH:9]=2)[NH:4]1)[CH3:2].C(OC(N1C2C(=CC=CC=2)N(C(C2C=C(C(F)(F)F)C=C(C(F)(F)F)C=2)C2N=NN(C)N=2)CC1CC)=O)C.CCN(C(C)C)C(C)C.Br[CH:65]([C:68]1[CH:73]=[CH:72][C:71]([Cl:74])=[C:70]([Cl:75])[CH:69]=1)[C:66]#[N:67], predict the reaction product. The product is: [Cl:75][C:70]1[CH:69]=[C:68]([CH:65]([N:11]2[C:10]3[C:5](=[CH:6][CH:7]=[C:8]([C:13]([F:16])([F:15])[F:14])[CH:9]=3)[NH:4][CH:3]([CH2:1][CH3:2])[CH2:12]2)[C:66]#[N:67])[CH:73]=[CH:72][C:71]=1[Cl:74]. (9) The product is: [Cl:1][C:2]1[CH:3]=[CH:4][C:5]([CH3:9])=[C:6]([O:8][CH2:12][O:13][CH3:14])[CH:7]=1. Given the reactants [Cl:1][C:2]1[CH:3]=[CH:4][C:5]([CH3:9])=[C:6]([OH:8])[CH:7]=1.[H-].[Na+].[CH3:12][O:13][CH2:14]Cl.O, predict the reaction product. (10) Given the reactants O.O.C[O:4][C:5](=[O:17])[C:6]1[CH:11]=[CH:10][C:9]([CH2:12][NH:13][C:14]([NH2:16])=[NH:15])=[CH:8][CH:7]=1.CN(/[CH:21]=[CH:22]/[C:23]([C:25]1[CH:30]=[N:29][CH:28]=[CH:27][N:26]=1)=O)C.C[O-].[Na+].[OH-].[Na+], predict the reaction product. The product is: [N:26]1[CH:27]=[CH:28][N:29]=[CH:30][C:25]=1[C:23]1[CH:22]=[CH:21][N:16]=[C:14]([NH:13][CH2:12][C:9]2[CH:10]=[CH:11][C:6]([C:5]([OH:4])=[O:17])=[CH:7][CH:8]=2)[N:15]=1.